This data is from Catalyst prediction with 721,799 reactions and 888 catalyst types from USPTO. The task is: Predict which catalyst facilitates the given reaction. (1) Reactant: [S:1](=[O:35])(=[O:34])([O:3][CH2:4][C@@H:5]1[C@@H:12]2[C@@H:8]([O:9]C(C)(C)[O:11]2)[C@H:7]([C:15]2[C:19]3[N:20]=[CH:21][N:22]=[C:23]([NH:24][C@@H:25]4[C:33]5[C:28](=[CH:29][CH:30]=[CH:31][CH:32]=5)[CH2:27][CH2:26]4)[C:18]=3[NH:17][CH:16]=2)[O:6]1)[NH2:2]. Product: [S:1](=[O:34])(=[O:35])([O:3][CH2:4][C@@H:5]1[C@@H:12]([OH:11])[C@@H:8]([OH:9])[C@H:7]([C:15]2[C:19]3[N:20]=[CH:21][N:22]=[C:23]([NH:24][C@@H:25]4[C:33]5[C:28](=[CH:29][CH:30]=[CH:31][CH:32]=5)[CH2:27][CH2:26]4)[C:18]=3[NH:17][CH:16]=2)[O:6]1)[NH2:2]. The catalyst class is: 484. (2) Reactant: Br[C:2]1[CH:11]=[CH:10][CH:9]=[C:8]2[C:3]=1[CH2:4][N:5]([CH3:21])[C:6](=[O:20])[N:7]2[CH2:12][C:13]1[CH:18]=[CH:17][CH:16]=[C:15]([F:19])[CH:14]=1.[C:22]([N:29]1[CH2:34][CH2:33][NH:32][CH2:31][CH2:30]1)([O:24][C:25]([CH3:28])([CH3:27])[CH3:26])=[O:23].C1C=CC(P(C2C(C3C(P(C4C=CC=CC=4)C4C=CC=CC=4)=CC=C4C=3C=CC=C4)=C3C(C=CC=C3)=CC=2)C2C=CC=CC=2)=CC=1.CC([O-])(C)C.[Na+]. Product: [C:25]([O:24][C:22]([N:29]1[CH2:34][CH2:33][N:32]([C:2]2[CH:11]=[CH:10][CH:9]=[C:8]3[C:3]=2[CH2:4][N:5]([CH3:21])[C:6](=[O:20])[N:7]3[CH2:12][C:13]2[CH:18]=[CH:17][CH:16]=[C:15]([F:19])[CH:14]=2)[CH2:31][CH2:30]1)=[O:23])([CH3:28])([CH3:26])[CH3:27]. The catalyst class is: 101. (3) Reactant: C(OC([N:8]1[C@@H:13]([C:14]2[CH:19]=[C:18]([F:20])[C:17]([F:21])=[C:16]([F:22])[CH:15]=2)[CH2:12][O:11][CH2:10][C@H:9]1[CH2:23][CH2:24][CH2:25][C:26]([OH:28])=[O:27])=O)(C)(C)C.[ClH:29]. Product: [ClH:29].[F:22][C:16]1[CH:15]=[C:14]([C@@H:13]2[NH:8][C@H:9]([CH2:23][CH2:24][CH2:25][C:26]([OH:28])=[O:27])[CH2:10][O:11][CH2:12]2)[CH:19]=[C:18]([F:20])[C:17]=1[F:21]. The catalyst class is: 57.